This data is from Forward reaction prediction with 1.9M reactions from USPTO patents (1976-2016). The task is: Predict the product of the given reaction. (1) Given the reactants [CH3:1][C:2]1[C:7]([C:8]([F:11])([F:10])[F:9])=[CH:6][C:5]([CH2:12][N:13]2[CH2:33][CH2:32][C:16]3([O:20][C:19](=[O:21])[N:18]([C:22]4[CH:31]=[CH:30][C:25]([C:26]([O:28]C)=[O:27])=[CH:24][CH:23]=4)[CH2:17]3)[CH2:15][CH2:14]2)=[C:4](Br)[CH:3]=1.[F:35][C:36]1[C:41]([F:42])=[C:40]([F:43])[CH:39]=[CH:38][C:37]=1B(O)O.O.[OH-].[Li+], predict the reaction product. The product is: [CH3:1][C:2]1[CH:3]=[C:4]([C:39]2[CH:38]=[CH:37][C:36]([F:35])=[C:41]([F:42])[C:40]=2[F:43])[C:5]([CH2:12][N:13]2[CH2:33][CH2:32][C:16]3([O:20][C:19](=[O:21])[N:18]([C:22]4[CH:31]=[CH:30][C:25]([C:26]([OH:28])=[O:27])=[CH:24][CH:23]=4)[CH2:17]3)[CH2:15][CH2:14]2)=[CH:6][C:7]=1[C:8]([F:11])([F:9])[F:10]. (2) Given the reactants [Cl:1][C:2]1[CH:3]=[C:4]([NH:10][C:11]2[C:20]3[C:15](=[CH:16][CH:17]=[CH:18][CH:19]=3)[N:14]=[C:13]([CH2:21][N:22]3C(=O)C4C(=CC=CC=4)C3=O)[N:12]=2)[CH:5]=[CH:6][C:7]=1[O:8][CH3:9].Cl[C:34]1C=C(N(C2C3C(=CC=CC=3)N=C(CCl)N=2)C)C=CC=1OC.C1(=O)NC(=O)C2=CC=CC=C12.[K], predict the reaction product. The product is: [NH2:22][CH2:21][C:13]1[N:12]=[C:11]([N:10]([C:4]2[CH:5]=[CH:6][C:7]([O:8][CH3:9])=[C:2]([Cl:1])[CH:3]=2)[CH3:34])[C:20]2[C:15](=[CH:16][CH:17]=[CH:18][CH:19]=2)[N:14]=1. (3) The product is: [CH2:1]([N:5]([S:32]([C:35]1[CH:40]=[CH:39][C:38]([CH3:41])=[CH:37][CH:36]=1)(=[O:34])=[O:33])[C@H:6]([C:29]([OH:31])=[O:30])[CH2:7][CH2:8][CH2:9][CH2:10][NH:11][C:58](=[O:60])[C@H:53]([CH2:54][C:55](=[O:57])[NH2:56])[NH:52][C:50]([O:49][CH2:42][C:43]1[CH:44]=[CH:45][CH:46]=[CH:47][CH:48]=1)=[O:51])[CH:2]([CH3:3])[CH3:4]. Given the reactants [CH2:1]([N:5]([S:32]([C:35]1[CH:40]=[CH:39][C:38]([CH3:41])=[CH:37][CH:36]=1)(=[O:34])=[O:33])[C@H:6]([C:29]([OH:31])=[O:30])[CH2:7][CH2:8][CH2:9][CH2:10][NH:11]C(OCC1C2C=CC=CC=2C2C1=CC=CC=2)=O)[CH:2]([CH3:4])[CH3:3].[CH2:42]([O:49][C:50]([NH:52][C@H:53]([C:58]([OH:60])=O)[CH2:54][C:55](=[O:57])[NH2:56])=[O:51])[C:43]1[CH:48]=[CH:47][CH:46]=[CH:45][CH:44]=1, predict the reaction product. (4) The product is: [NH2:26]/[C:24](=[N:25]\[C:34](=[O:35])[O:36][CH2:37][CH2:38][CH2:39][CH2:40][CH2:41][CH3:42])/[C:21]1[CH:20]=[CH:19][C:18]([CH2:17][NH:16][C:14]([C:12]2[CH:11]=[N:10][N:9]([CH2:2][C:3]3[CH:8]=[CH:7][CH:6]=[CH:5][CH:4]=3)[CH:13]=2)=[O:15])=[CH:23][CH:22]=1. Given the reactants Cl.[CH2:2]([N:9]1[CH:13]=[C:12]([C:14]([NH:16][CH2:17][C:18]2[CH:23]=[CH:22][C:21]([C:24](=[NH:26])[NH2:25])=[CH:20][CH:19]=2)=[O:15])[CH:11]=[N:10]1)[C:3]1[CH:8]=[CH:7][CH:6]=[CH:5][CH:4]=1.C(=O)([O-])[O-].[K+].[K+].Cl[C:34]([O:36][CH2:37][CH2:38][CH2:39][CH2:40][CH2:41][CH3:42])=[O:35], predict the reaction product. (5) Given the reactants C(O[C:5]1[CH:6]=[C:7]([CH:26]=[C:27]([C:29](=[O:37])[NH:30][C:31]2[CH:35]=[CH:34][N:33]([CH3:36])[N:32]=2)[CH:28]=1)[O:8][C:9]1[CH:10]=[CH:11][C:12]([C:15]([NH:17][NH:18][C:19](=[O:25])[C:20]([O:22][CH2:23][CH3:24])=[O:21])=O)=[N:13][CH:14]=1)(C)C.N1C=C[CH:41]=[CH:40][CH:39]=1.FC(F)(F)S(OS(C(F)(F)F)(=O)=O)(=O)=O.[OH2:59], predict the reaction product. The product is: [CH:40]([O:59][C:5]1[CH:6]=[C:7]([CH:26]=[C:27]([C:29](=[O:37])[NH:30][C:31]2[CH:35]=[CH:34][N:33]([CH3:36])[N:32]=2)[CH:28]=1)[O:8][C:9]1[CH:10]=[CH:11][C:12]([C:15]2[O:25][C:19]([C:20]([O:22][CH2:23][CH3:24])=[O:21])=[N:18][N:17]=2)=[N:13][CH:14]=1)([CH3:41])[CH3:39]. (6) Given the reactants Cl[CH2:2][C:3]([N:5]1[C:13]2[C:8](=[CH:9][CH:10]=[C:11]([N:14]3[C:18](=[O:19])[C:17]([CH3:21])([CH3:20])[N:16]([CH2:22][C:23]4[CH:28]=[CH:27][N:26]=[C:25]([Cl:29])[CH:24]=4)[C:15]3=[O:30])[CH:12]=2)[C:7]([CH3:32])([CH3:31])[CH2:6]1)=[O:4].[CH3:33][NH:34][CH3:35], predict the reaction product. The product is: [Cl:29][C:25]1[CH:24]=[C:23]([CH2:22][N:16]2[C:17]([CH3:21])([CH3:20])[C:18](=[O:19])[N:14]([C:11]3[CH:12]=[C:13]4[C:8]([C:7]([CH3:31])([CH3:32])[CH2:6][N:5]4[C:3](=[O:4])[CH2:2][N:34]([CH3:35])[CH3:33])=[CH:9][CH:10]=3)[C:15]2=[O:30])[CH:28]=[CH:27][N:26]=1. (7) Given the reactants B(Br)(Br)Br.C[O:6][C:7]1[C:8]([CH3:16])=[C:9]2[C:13](=[CH:14][CH:15]=1)[NH:12][N:11]=[CH:10]2.C(=O)([O-])O.[Na+], predict the reaction product. The product is: [CH3:16][C:8]1[C:7]([OH:6])=[CH:15][CH:14]=[C:13]2[C:9]=1[CH:10]=[N:11][NH:12]2. (8) Given the reactants [CH3:1][C:2]1([CH3:27])[C:10]2[CH:9]=[C:8]3[N:11]=[C:12]([C:14]4[C:22]5[C:17](=[CH:18][C:19]([C:23]([OH:25])=[O:24])=[CH:20][CH:21]=5)[NH:16][N:15]=4)[NH:13][C:7]3=[CH:6][C:5]=2[NH:4][C:3]1=[O:26].[CH2:28]([NH2:35])[C:29]1[CH:34]=[CH:33][CH:32]=[CH:31][CH:30]=1.N1C2C(=CC=C(C(O)=O)C=2)C=C1.NC1C=C2C(=CC=1N)NC(=O)C2(C)C, predict the reaction product. The product is: [CH2:28]([NH:35][C:23]([C:19]1[CH:18]=[C:17]2[C:22]([C:14]([C:12]3[NH:13][C:7]4[C:8]([N:11]=3)=[CH:9][C:10]3[C:2]([CH3:1])([CH3:27])[C:3](=[O:26])[NH:4][C:5]=3[CH:6]=4)=[N:15][NH:16]2)=[CH:21][CH:20]=1)=[O:24])[C:29]1[CH:34]=[CH:33][CH:32]=[CH:31][CH:30]=1.[CH3:1][C:2]1([CH3:27])[C:10]2[CH:9]=[C:8]3[N:11]=[C:12]([C:14]4[C:22]5[C:17](=[CH:18][C:19]([C:23]([OH:25])=[O:24])=[CH:20][CH:21]=5)[NH:16][N:15]=4)[NH:13][C:7]3=[CH:6][C:5]=2[NH:4][C:3]1=[O:26]. (9) Given the reactants [CH2:1]([S:4][C:5]1[CH:12]=[C:11]([C:13]2[C:14]([C:18]([F:21])([F:20])[F:19])=[N:15][NH:16][CH:17]=2)[CH:10]=[CH:9][C:6]=1[CH:7]=O)[CH2:2][CH3:3].C([SiH](CC)CC)C, predict the reaction product. The product is: [CH3:7][C:6]1[CH:9]=[CH:10][C:11]([C:13]2[C:14]([C:18]([F:21])([F:19])[F:20])=[N:15][NH:16][CH:17]=2)=[CH:12][C:5]=1[S:4][CH2:1][CH2:2][CH3:3]. (10) Given the reactants [CH3:1][C:2]1[C:6](C(O)=O)=[CH:5][N:4]([C:10]2[CH:15]=[CH:14][CH:13]=[CH:12][CH:11]=2)[N:3]=1.CC[N:18]([CH2:21]C)CC.P(N=[N+]=[N-])(=O)(OC1C=CC=CC=1)[O:24]C1C=CC=CC=1.Cl.Cl.[F:44][C:45]1[CH:46]=[C:47]([C@@H:52]2[CH2:56][N:55]([CH2:57][CH2:58][O:59][CH3:60])[CH2:54][C@H:53]2[NH2:61])[CH:48]=[CH:49][C:50]=1[F:51], predict the reaction product. The product is: [F:44][C:45]1[CH:46]=[C:47]([C@@H:52]2[CH2:56][N:55]([CH2:57][CH2:58][O:59][CH3:60])[CH2:54][C@H:53]2[NH:61][C:21]([NH:18][C:6]2[C:2]([CH3:1])=[N:3][N:4]([C:10]3[CH:11]=[CH:12][CH:13]=[CH:14][CH:15]=3)[CH:5]=2)=[O:24])[CH:48]=[CH:49][C:50]=1[F:51].